The task is: Predict the reaction yield, written as a fraction of the theoretical maximum amount of product (1.0 means a 100% yield; for example, 0.34 means a 34% yield).. This data is from Reaction yield outcomes from USPTO patents with 853,638 reactions. (1) The reactants are [Cl:1][C:2]1[CH:7]=[CH:6][C:5]([CH3:8])=[CH:4][C:3]=1[OH:9].CI.[C:12]([O-])([O-])=O.[K+].[K+]. The catalyst is CC#N. The product is [Cl:1][C:2]1[CH:7]=[CH:6][C:5]([CH3:8])=[CH:4][C:3]=1[O:9][CH3:12]. The yield is 0.890. (2) The reactants are OC[N:3]1[C:11]2[C:6](=[CH:7][CH:8]=[CH:9][CH:10]=2)[C:5]([CH2:23][OH:24])([C:12]2[C:21](O)=[CH:20][C:15]3[N:16]=[C:17]([CH3:19])[S:18][C:14]=3[CH:13]=2)[C:4]1=[O:25].C(P(CCCC)CCCC)CCC.N(C(OCC)=O)=NC(OCC)=O.N.Cl. The catalyst is O1CCCC1. The product is [CH3:19][C:17]1[S:18][C:14]2[CH:13]=[C:12]3[C:5]4([CH2:23][O:24][C:21]3=[CH:20][C:15]=2[N:16]=1)[C:6]1[C:11](=[CH:10][CH:9]=[CH:8][CH:7]=1)[NH:3][C:4]4=[O:25]. The yield is 0.700. (3) The reactants are [I:1][C:2]1[C:10]2[C:5](=[CH:6][CH:7]=[C:8]([NH2:11])[CH:9]=2)[NH:4][N:3]=1.[N:12]1([CH:17]([C:21]2[CH:25]=[CH:24][S:23][CH:22]=2)[C:18](O)=[O:19])[CH2:16][CH2:15][CH2:14][CH2:13]1.O. The catalyst is CN(C=O)C. The product is [I:1][C:2]1[C:10]2[C:5](=[CH:6][CH:7]=[C:8]([NH:11][C:18](=[O:19])[CH:17]([N:12]3[CH2:16][CH2:15][CH2:14][CH2:13]3)[C:21]3[CH:25]=[CH:24][S:23][CH:22]=3)[CH:9]=2)[NH:4][N:3]=1. The yield is 0.440. (4) The reactants are [CH2:1]([O:8][N:9]1[C:15](=[O:16])[N:14]2[CH2:17][C@H:10]1[CH2:11][CH2:12][C@H:13]2[C:18]([O:20][C:21]([CH3:24])([CH3:23])[CH3:22])=[O:19])[C:2]1C=CC=C[CH:3]=1.C(=O)([O-])[O-].[K+].[K+].C(Br)C=C. The catalyst is C(O)C.C(#N)C.[C].[Pd]. The product is [CH2:1]([O:8][N:9]1[C:15](=[O:16])[N:14]2[CH2:17][C@H:10]1[CH2:11][CH2:12][C@H:13]2[C:18]([O:20][C:21]([CH3:24])([CH3:23])[CH3:22])=[O:19])[CH:2]=[CH2:3]. The yield is 0.540.